From a dataset of Forward reaction prediction with 1.9M reactions from USPTO patents (1976-2016). Predict the product of the given reaction. (1) The product is: [Br:3][C:4]1[CH:12]=[CH:11][C:7]([C:8]([NH:10][CH3:16])=[O:9])=[C:6]([Cl:13])[CH:5]=1. Given the reactants [H-].[Na+].[Br:3][C:4]1[CH:12]=[CH:11][C:7]([C:8]([NH2:10])=[O:9])=[C:6]([Cl:13])[CH:5]=1.CI.[CH3:16]COCC.CCCC(C)C, predict the reaction product. (2) Given the reactants [CH2:1]([O:8][CH2:9][C@H:10]([NH:14][C:15]([O:17][C:18]([CH3:21])([CH3:20])[CH3:19])=[O:16])[C:11]([OH:13])=O)[C:2]1[CH:7]=[CH:6][CH:5]=[CH:4][CH:3]=1.CN(C(ON1N=NC2C=CC=NC1=2)=[N+](C)C)C.F[P-](F)(F)(F)(F)F.C(OC([NH:53][C@@H:54]([CH2:59][C:60]1[CH:65]=[CH:64][C:63]([O:66][CH3:67])=[CH:62][CH:61]=1)[C:55]([O:57][CH3:58])=[O:56])=O)(C)(C)C.CCN(C(C)C)C(C)C, predict the reaction product. The product is: [CH2:1]([O:8][CH2:9][C@H:10]([NH:14][C:15]([O:17][C:18]([CH3:21])([CH3:20])[CH3:19])=[O:16])[C:11]([NH:53][C@@H:54]([CH2:59][C:60]1[CH:61]=[CH:62][C:63]([O:66][CH3:67])=[CH:64][CH:65]=1)[C:55]([O:57][CH3:58])=[O:56])=[O:13])[C:2]1[CH:3]=[CH:4][CH:5]=[CH:6][CH:7]=1. (3) Given the reactants [CH:1]1[C:2]([OH:41])=[CH:3][C:4]2[O:11][C@H:10]([C:12]3[C:17]4[CH:18]=[C:19]([C@H:25]5[O:34][C:33]6[CH:32]=[C:31]([OH:35])[CH:30]=[C:29]([OH:36])[C:28]=6[CH2:27][C@H:26]5[OH:37])[CH:20]=[C:21]([OH:24])[C:22](=[O:23])[C:16]=4[C:15]([OH:38])=[C:14]([OH:39])[CH:13]=3)[C@H:9]([OH:40])[CH2:8][C:5]=2[C:6]=1[OH:7], predict the reaction product. The product is: [CH2:8]1[C:5]2[C:4](=[CH:3][C:2]([OH:41])=[CH:1][C:6]=2[OH:7])[O:11][C@H:10]([C:12]2[CH:17]=[C:18]3[C:19]([C@H:25]4[O:34][C:33]5[C:28](=[C:29]([OH:36])[CH:30]=[C:31]([OH:35])[CH:32]=5)[CH2:27][C@H:26]4[OH:37])=[CH:20][C:21]([C:22](=[O:23])[C:15]3=[C:14]([OH:39])[CH:13]=2)=[O:24])[C@@H:9]1[OH:40].[CH:1]1[C:2]([OH:41])=[CH:3][C:4]2[O:11][C@H:10]([C:12]3[C:17]4[CH:18]=[C:19]([C@H:25]5[O:34][C:33]6[CH:32]=[C:31]([OH:35])[CH:30]=[C:29]([OH:36])[C:28]=6[CH2:27][C@H:26]5[OH:37])[CH:20]=[C:21]([OH:24])[C:22](=[O:23])[C:16]=4[C:15]([OH:38])=[C:14]([OH:39])[CH:13]=3)[C@H:9]([OH:40])[CH2:8][C:5]=2[C:6]=1[OH:7]. (4) Given the reactants Br[C:2]1[CH:20]=[CH:19][C:5]([N:6]([C:13]2[CH:18]=[CH:17][CH:16]=[CH:15][CH:14]=2)[C:7]2[CH:12]=[CH:11][CH:10]=[CH:9][CH:8]=2)=[CH:4][CH:3]=1.[CH2:21]([C:29]1([CH2:60][CH2:61][CH2:62][CH2:63][CH2:64][CH2:65][CH2:66][CH3:67])[C:41]2[CH:40]=[C:39]([B:42]3[O:46][C:45]([CH3:48])([CH3:47])[C:44]([CH3:50])([CH3:49])[O:43]3)[CH:38]=[CH:37][C:36]=2[C:35]2[C:30]1=[CH:31][C:32](B1OC(C)(C)C(C)(C)O1)=[CH:33][CH:34]=2)[CH2:22][CH2:23][CH2:24][CH2:25][CH2:26][CH2:27][CH3:28].[Cl-].C(C([NH3+])(C(=O)CCCCCCC)C(=O)CCCCCCC)(=O)CCCCCCC.C(=O)([O-])[O-].[Na+].[Na+], predict the reaction product. The product is: [CH2:60]([C:29]1([CH2:21][CH2:22][CH2:23][CH2:24][CH2:25][CH2:26][CH2:27][CH3:28])[C:30]2[CH:31]=[C:32]([C:2]3[CH:20]=[CH:19][C:5]([N:6]([C:13]4[CH:18]=[CH:17][CH:16]=[CH:15][CH:14]=4)[C:7]4[CH:12]=[CH:11][CH:10]=[CH:9][CH:8]=4)=[CH:4][CH:3]=3)[CH:33]=[CH:34][C:35]=2[C:36]2[C:41]1=[CH:40][C:39]([B:42]1[O:43][C:44]([CH3:49])([CH3:50])[C:45]([CH3:47])([CH3:48])[O:46]1)=[CH:38][CH:37]=2)[CH2:61][CH2:62][CH2:63][CH2:64][CH2:65][CH2:66][CH3:67]. (5) Given the reactants [CH3:1][O:2][C:3]1[CH:8]=[CH:7][C:6]([S:9][C:10]2[CH:11]=[C:12]([CH:15]=[CH:16][CH:17]=2)[CH:13]=O)=[CH:5][CH:4]=1.[C@@H:18]1([NH2:28])[C:27]2[C:22](=[CH:23][CH:24]=[CH:25][CH:26]=2)[CH2:21][CH2:20][CH2:19]1, predict the reaction product. The product is: [CH3:1][O:2][C:3]1[CH:8]=[CH:7][C:6]([S:9][C:10]2[CH:11]=[C:12]([CH:15]=[CH:16][CH:17]=2)[CH2:13][NH:28][C@@H:18]2[C:27]3[C:22](=[CH:23][CH:24]=[CH:25][CH:26]=3)[CH2:21][CH2:20][CH2:19]2)=[CH:5][CH:4]=1. (6) Given the reactants [CH3:1][N:2]1[CH:6]=[C:5]([C:7]2[CH:8]=[C:9]([OH:16])[CH:10]=[C:11]([N+:13]([O-:15])=[O:14])[CH:12]=2)[CH:4]=[N:3]1.C1(P(C2C=CC=CC=2)C2C=CC=CC=2)C=CC=CC=1.O[CH2:37][C@H:38]([NH:40][C:41](=[O:47])[O:42][C:43]([CH3:46])([CH3:45])[CH3:44])[CH3:39].N(C(OCC)=O)=NC(OCC)=O, predict the reaction product. The product is: [CH3:1][N:2]1[CH:6]=[C:5]([C:7]2[CH:8]=[C:9]([CH:10]=[C:11]([N+:13]([O-:15])=[O:14])[CH:12]=2)[O:16][CH2:39][C@H:38]([NH:40][C:41](=[O:47])[O:42][C:43]([CH3:44])([CH3:46])[CH3:45])[CH3:37])[CH:4]=[N:3]1. (7) Given the reactants [Cl:1][C:2]1[C:10]2[NH:9][CH2:8][C@@H:7]3[CH2:11][N:12]([C:15]([O:17][C:18]([CH3:21])([CH3:20])[CH3:19])=[O:16])[CH2:13][CH2:14][C:5]([C:6]=23)=[CH:4][CH:3]=1.CC(C)([O-])C.[Na+].[I-].[CH:29]1[CH:34]=[CH:33][CH:32]=[CH:31][CH:30]=1.C1(C)C=CC=CC=1, predict the reaction product. The product is: [Cl:1][C:2]1[C:10]2[N:9]([C:29]3[CH:34]=[CH:33][CH:32]=[CH:31][CH:30]=3)[CH2:8][C@@H:7]3[CH2:11][N:12]([C:15]([O:17][C:18]([CH3:21])([CH3:20])[CH3:19])=[O:16])[CH2:13][CH2:14][C:5]([C:6]=23)=[CH:4][CH:3]=1. (8) Given the reactants Cl.O1CCOCC1.C(OC(=O)[N:14]([C:18]1[CH:23]=[C:22]([N:24]2[CH2:29][CH2:28][O:27][CH2:26][CH2:25]2)[CH:21]=[C:20]([CH2:30][CH2:31][C:32]2[O:33][C:34]([CH2:38][CH3:39])=[C:35]([CH3:37])[N:36]=2)[N:19]=1)[CH2:15][S:16][CH3:17])(C)(C)C.C(=O)([O-])O.[Na+], predict the reaction product. The product is: [CH2:38]([C:34]1[O:33][C:32]([CH2:31][CH2:30][C:20]2[N:19]=[C:18]([NH:14][CH2:15][S:16][CH3:17])[CH:23]=[C:22]([N:24]3[CH2:25][CH2:26][O:27][CH2:28][CH2:29]3)[CH:21]=2)=[N:36][C:35]=1[CH3:37])[CH3:39]. (9) Given the reactants [Cl:1][C:2]1[C:7]([Cl:8])=[CH:6][C:5]([O:9][CH3:10])=[CH:4][C:3]=1B(O)O.I[C:15]1[N:20]=[C:19]([NH2:21])[N:18]=[C:17]([NH:22][CH3:23])[CH:16]=1, predict the reaction product. The product is: [Cl:1][C:2]1[C:7]([Cl:8])=[CH:6][C:5]([O:9][CH3:10])=[CH:4][C:3]=1[C:15]1[N:20]=[C:19]([NH2:21])[N:18]=[C:17]([NH:22][CH3:23])[CH:16]=1.